This data is from Reaction yield outcomes from USPTO patents with 853,638 reactions. The task is: Predict the reaction yield, written as a fraction of the theoretical maximum amount of product (1.0 means a 100% yield; for example, 0.34 means a 34% yield). (1) The reactants are [F:1][C:2]1[CH:7]=[CH:6][C:5]([C:8]([F:11])([F:10])[F:9])=[CH:4][C:3]=1[N:12]=[C:13]=[O:14].[NH2:15][C:16]1[S:17][C:18]([Br:21])=[N:19][N:20]=1. The catalyst is C1COCC1. The product is [Br:21][C:18]1[S:17][C:16]([NH:15][C:13]([NH:12][C:3]2[CH:4]=[C:5]([C:8]([F:11])([F:10])[F:9])[CH:6]=[CH:7][C:2]=2[F:1])=[O:14])=[N:20][N:19]=1. The yield is 0.980. (2) The reactants are [OH:1][CH2:2][C:3]1[CH:4]=[C:5]([CH:22]=[C:23]([CH2:25][OH:26])[CH:24]=1)[O:6][CH2:7][CH2:8][CH2:9][N:10]([CH2:18][CH:19]([CH3:21])[CH3:20])[C:11](=[O:17])[O:12][C:13]([CH3:16])([CH3:15])[CH3:14].C1C=C[NH+]=CC=1.[O-][Cr](Cl)(=O)=O. The catalyst is C(Cl)Cl. The product is [CH:25]([C:23]1[CH:22]=[C:5]([CH:4]=[C:3]([CH:2]=[O:1])[CH:24]=1)[O:6][CH2:7][CH2:8][CH2:9][N:10]([CH2:18][CH:19]([CH3:21])[CH3:20])[C:11](=[O:17])[O:12][C:13]([CH3:16])([CH3:15])[CH3:14])=[O:26]. The yield is 0.200. (3) The reactants are [CH3:1][O:2][C:3]1[CH:4]=[C:5]([CH:11]2[CH:16]=[N:15][NH:14][C:13](=[O:17])[CH2:12]2)[CH:6]=[CH:7][C:8]=1[O:9][CH3:10].CS(C)=O.BrN1C(=O)CCC1=O. The catalyst is O. The product is [CH3:1][O:2][C:3]1[CH:4]=[C:5]([C:11]2[CH:16]=[N:15][NH:14][C:13](=[O:17])[CH:12]=2)[CH:6]=[CH:7][C:8]=1[O:9][CH3:10]. The yield is 0.647. (4) The reactants are [OH:1][C@H:2]1[CH2:7][CH2:6][C@H:5]([N:8]2[C:13](=[O:14])[C:12]([CH2:15][C:16]3[CH:21]=[CH:20][C:19]([C:22]4[C:23]([C:28]#[N:29])=[CH:24][CH:25]=[CH:26][CH:27]=4)=[CH:18][CH:17]=3)=[C:11]([CH2:30][CH2:31][CH3:32])[N:10]3[N:33]=[CH:34][CH:35]=[C:9]23)[CH2:4][CH2:3]1.[C:36]([O:39][C:40]([CH3:45])([CH3:44])[C:41](Cl)=[O:42])(=[O:38])[CH3:37].C(OCC)(=O)C.O. The catalyst is N1C=CC=CC=1. The product is [C:36]([O:39][C:40]([CH3:45])([CH3:44])[C:41]([O:1][C@H:2]1[CH2:3][CH2:4][C@H:5]([N:8]2[C:13](=[O:14])[C:12]([CH2:15][C:16]3[CH:21]=[CH:20][C:19]([C:22]4[CH:27]=[CH:26][CH:25]=[CH:24][C:23]=4[C:28]#[N:29])=[CH:18][CH:17]=3)=[C:11]([CH2:30][CH2:31][CH3:32])[N:10]3[N:33]=[CH:34][CH:35]=[C:9]23)[CH2:6][CH2:7]1)=[O:42])(=[O:38])[CH3:37]. The yield is 0.790. (5) The product is [C:1]([S@@:5]([NH:7][C@H:8]([C:12]1([C:17]([NH:23][CH3:22])=[O:19])[S:16][CH2:15][CH2:14][S:13]1)[CH2:9][CH2:10][CH3:11])=[O:6])([CH3:4])([CH3:3])[CH3:2]. No catalyst specified. The yield is 0.980. The reactants are [C:1]([S@@:5]([NH:7][C@H:8]([C:12]1([C:17]([O:19]CC)=O)[S:16][CH2:15][CH2:14][S:13]1)[CH2:9][CH2:10][CH3:11])=[O:6])([CH3:4])([CH3:3])[CH3:2].[CH3:22][NH2:23].C(O)C.